From a dataset of Full USPTO retrosynthesis dataset with 1.9M reactions from patents (1976-2016). Predict the reactants needed to synthesize the given product. The reactants are: [CH3:1][C@@H:2]1[CH2:7][N:6](C(OC(C)(C)C)=O)[C@H:5]([CH2:15][NH:16][C:17]2[CH:22]=[CH:21][C:20]([C:23]([F:26])([F:25])[F:24])=[CH:19][N:18]=2)[CH2:4][CH2:3]1. Given the product [CH3:1][C@@H:2]1[CH2:7][NH:6][C@H:5]([CH2:15][NH:16][C:17]2[CH:22]=[CH:21][C:20]([C:23]([F:26])([F:24])[F:25])=[CH:19][N:18]=2)[CH2:4][CH2:3]1, predict the reactants needed to synthesize it.